The task is: Regression. Given two drug SMILES strings and cell line genomic features, predict the synergy score measuring deviation from expected non-interaction effect.. This data is from NCI-60 drug combinations with 297,098 pairs across 59 cell lines. (1) Drug 1: CC1C(C(CC(O1)OC2CC(OC(C2O)C)OC3=CC4=CC5=C(C(=O)C(C(C5)C(C(=O)C(C(C)O)O)OC)OC6CC(C(C(O6)C)O)OC7CC(C(C(O7)C)O)OC8CC(C(C(O8)C)O)(C)O)C(=C4C(=C3C)O)O)O)O. Drug 2: CC(C)(C#N)C1=CC(=CC(=C1)CN2C=NC=N2)C(C)(C)C#N. Cell line: IGROV1. Synergy scores: CSS=25.7, Synergy_ZIP=0.891, Synergy_Bliss=0.483, Synergy_Loewe=-0.674, Synergy_HSA=-1.14. (2) Drug 1: CCCS(=O)(=O)NC1=C(C(=C(C=C1)F)C(=O)C2=CNC3=C2C=C(C=N3)C4=CC=C(C=C4)Cl)F. Drug 2: C1C(C(OC1N2C=NC3=C2NC=NCC3O)CO)O. Cell line: SR. Synergy scores: CSS=22.8, Synergy_ZIP=-6.60, Synergy_Bliss=0.188, Synergy_Loewe=0.627, Synergy_HSA=0.783. (3) Drug 1: C1=C(C(=O)NC(=O)N1)F. Drug 2: C1=NNC2=C1C(=O)NC=N2. Cell line: PC-3. Synergy scores: CSS=35.5, Synergy_ZIP=2.65, Synergy_Bliss=1.47, Synergy_Loewe=-11.6, Synergy_HSA=1.90. (4) Drug 1: C1=CC=C(C(=C1)C(C2=CC=C(C=C2)Cl)C(Cl)Cl)Cl. Drug 2: CC(C)CN1C=NC2=C1C3=CC=CC=C3N=C2N. Cell line: NCI-H522. Synergy scores: CSS=3.39, Synergy_ZIP=-1.70, Synergy_Bliss=-1.30, Synergy_Loewe=1.00, Synergy_HSA=-0.222. (5) Drug 1: CC1CCC2CC(C(=CC=CC=CC(CC(C(=O)C(C(C(=CC(C(=O)CC(OC(=O)C3CCCCN3C(=O)C(=O)C1(O2)O)C(C)CC4CCC(C(C4)OC)OCCO)C)C)O)OC)C)C)C)OC. Drug 2: CCC1(C2=C(COC1=O)C(=O)N3CC4=CC5=C(C=CC(=C5CN(C)C)O)N=C4C3=C2)O.Cl. Cell line: MCF7. Synergy scores: CSS=16.2, Synergy_ZIP=-8.50, Synergy_Bliss=-4.67, Synergy_Loewe=-4.32, Synergy_HSA=-1.35. (6) Drug 1: CCCCCOC(=O)NC1=NC(=O)N(C=C1F)C2C(C(C(O2)C)O)O. Drug 2: C(CN)CNCCSP(=O)(O)O. Cell line: SK-MEL-5. Synergy scores: CSS=-0.736, Synergy_ZIP=-0.124, Synergy_Bliss=0.840, Synergy_Loewe=0.928, Synergy_HSA=-0.0269. (7) Drug 1: C(=O)(N)NO. Drug 2: C(CCl)NC(=O)N(CCCl)N=O. Cell line: A498. Synergy scores: CSS=-1.28, Synergy_ZIP=-0.0594, Synergy_Bliss=-0.768, Synergy_Loewe=-1.74, Synergy_HSA=-1.35. (8) Drug 1: CC1=C(C=C(C=C1)NC2=NC=CC(=N2)N(C)C3=CC4=NN(C(=C4C=C3)C)C)S(=O)(=O)N.Cl. Drug 2: C1=C(C(=O)NC(=O)N1)N(CCCl)CCCl. Cell line: CAKI-1. Synergy scores: CSS=61.9, Synergy_ZIP=8.40, Synergy_Bliss=7.18, Synergy_Loewe=10.5, Synergy_HSA=11.6. (9) Drug 1: CC1C(C(CC(O1)OC2CC(CC3=C2C(=C4C(=C3O)C(=O)C5=C(C4=O)C(=CC=C5)OC)O)(C(=O)CO)O)N)O.Cl. Drug 2: C(CC(=O)O)C(=O)CN.Cl. Cell line: MALME-3M. Synergy scores: CSS=9.01, Synergy_ZIP=-4.22, Synergy_Bliss=0.423, Synergy_Loewe=0.572, Synergy_HSA=0.689.